This data is from Reaction yield outcomes from USPTO patents with 853,638 reactions. The task is: Predict the reaction yield, written as a fraction of the theoretical maximum amount of product (1.0 means a 100% yield; for example, 0.34 means a 34% yield). (1) The reactants are CS(C)=O.C(Cl)(=O)C(Cl)=O.[CH3:11][N:12]1[CH2:17][CH2:16][N:15]([C:18]2[CH:23]=[CH:22][C:21]([CH2:24][OH:25])=[CH:20][CH:19]=2)[CH2:14][CH2:13]1.C(N(CC)CC)C. The catalyst is C(Cl)Cl. The product is [CH3:11][N:12]1[CH2:17][CH2:16][N:15]([C:18]2[CH:23]=[CH:22][C:21]([CH:24]=[O:25])=[CH:20][CH:19]=2)[CH2:14][CH2:13]1. The yield is 0.610. (2) The yield is 1.00. The catalyst is C(#N)C.C(OCC)(=O)C. The product is [C:1]([O:5][C:6](=[O:33])[NH:7][C:17]1[S:21][N:20]=[C:19]([C:22]2[CH:27]=[CH:26][CH:25]=[C:24]([O:28][C:29]([F:31])([F:32])[F:30])[CH:23]=2)[N:18]=1)([CH3:4])([CH3:2])[CH3:3]. The reactants are [C:1]([O:5][C:6](=[O:33])[N:7]([C:17]1[S:21][N:20]=[C:19]([C:22]2[CH:27]=[CH:26][CH:25]=[C:24]([O:28][C:29]([F:32])([F:31])[F:30])[CH:23]=2)[N:18]=1)CC1C=CC(OC)=CC=1)([CH3:4])([CH3:3])[CH3:2].O.